This data is from Reaction yield outcomes from USPTO patents with 853,638 reactions. The task is: Predict the reaction yield, written as a fraction of the theoretical maximum amount of product (1.0 means a 100% yield; for example, 0.34 means a 34% yield). (1) The reactants are C(O[C:4]1[CH2:5][N:6]([C:10]([O:12][C:13]([CH3:16])([CH3:15])[CH3:14])=[O:11])[CH2:7][CH2:8][N:9]=1)C.[N:17]1[CH:22]=[CH:21][N:20]=[CH:19][C:18]=1[C:23]([NH:25][NH2:26])=O. The product is [N:17]1[CH:22]=[CH:21][N:20]=[CH:19][C:18]=1[C:23]1[N:9]2[CH2:8][CH2:7][N:6]([C:10]([O:12][C:13]([CH3:14])([CH3:15])[CH3:16])=[O:11])[CH2:5][C:4]2=[N:26][N:25]=1. The catalyst is C(O)CCC. The yield is 0.500. (2) The reactants are [F:1][C:2]1[CH:7]=[CH:6][C:5]([N:8]2[C:12]3=[N:13][C:14]4[CH2:15][CH2:16][CH2:17][C:18](=[CH2:21])[C:19]=4[CH:20]=[C:11]3[CH:10]=[N:9]2)=[CH:4][CH:3]=1.O.[OH:23]I(C1C=CC=CC=1)OS(C1C=CC(C)=CC=1)(=O)=O.FC1C=CC(N2C3=NC4CCCC(=C)C=4C=C3C(=O)N2)=CC=1. The catalyst is CO.OI(C1C=CC=CC=1)OS(C1C=CC(C)=CC=1)(=O)=O. The product is [F:1][C:2]1[CH:3]=[CH:4][C:5]([N:8]2[C:12]3[N:13]=[C:14]4[CH2:15][CH2:16][CH2:17][C:18](=[O:23])[CH2:21][C:19]4=[CH:20][C:11]=3[CH:10]=[N:9]2)=[CH:6][CH:7]=1. The yield is 0.790.